From a dataset of Forward reaction prediction with 1.9M reactions from USPTO patents (1976-2016). Predict the product of the given reaction. (1) Given the reactants [CH3:1][O:2][CH:3]=[C:4]1[CH2:13][CH2:12][C:7]2([O:11][CH2:10][CH2:9][O:8]2)[CH2:6][CH2:5]1, predict the reaction product. The product is: [CH3:1][O:2][CH2:3][CH:4]1[CH2:13][CH2:12][C:7]2([O:11][CH2:10][CH2:9][O:8]2)[CH2:6][CH2:5]1. (2) Given the reactants CC1(C)C=C(C)C2C(=CC=C(OS(C(F)(F)F)(=O)=O)C=2)N1.[CH3:22][C:23]1([CH3:51])[CH:32]=[C:31]([CH2:33][S:34][CH2:35][CH2:36][C:37]2C=CC=CC=2)[C:30]2[C:25](=[CH:26][CH:27]=[C:28]([C:43]3[CH:48]=[CH:47]C=C[C:44]=3[S:49]C)[CH:29]=2)[NH:24]1.CSC1C=CC=CC=1B(O)O.C1(CCS)C=CC=CC=1, predict the reaction product. The product is: [CH2:35]([S:34][CH2:33][C:31]1[C:30]2[C:25](=[CH:26][CH:27]=[C:28]([C:43]3[CH:48]=[CH:47][S:49][CH:44]=3)[CH:29]=2)[NH:24][C:23]([CH3:22])([CH3:51])[CH:32]=1)[CH:36]=[CH2:37]. (3) Given the reactants [CH3:1][C:2]1[S:3][CH:4]=[C:5]([C:7]([NH:9][C:10]2[CH:18]=[C:17]([Sn](C)(C)C)[CH:16]=[C:15]3[C:11]=2[CH:12]=[N:13][N:14]3[S:23]([C:26]2[CH:31]=[CH:30][CH:29]=[CH:28][CH:27]=2)(=[O:25])=[O:24])=[O:8])[N:6]=1.Br[C:33]1[CH:34]=[C:35]2[C:41]([S:42]([CH3:45])(=[O:44])=[O:43])=[N:40][NH:39][C:36]2=[N:37][CH:38]=1, predict the reaction product. The product is: [CH3:1][C:2]1[S:3][CH:4]=[C:5]([C:7]([NH:9][C:10]2[CH:18]=[C:17]([C:33]3[CH:34]=[C:35]4[C:41]([S:42]([CH3:45])(=[O:44])=[O:43])=[N:40][NH:39][C:36]4=[N:37][CH:38]=3)[CH:16]=[C:15]3[C:11]=2[CH:12]=[N:13][N:14]3[S:23]([C:26]2[CH:31]=[CH:30][CH:29]=[CH:28][CH:27]=2)(=[O:25])=[O:24])=[O:8])[N:6]=1. (4) The product is: [F:1][C:2]1[CH:3]=[C:4]([CH:33]=[CH:34][CH:35]=1)[CH2:5][NH:6][C:7]1[N:12]2[N:13]=[CH:14][C:15]([C:16]([NH:41][S:38]([CH2:36][CH3:37])(=[O:40])=[O:39])=[O:17])=[C:11]2[N:10]=[CH:9][C:8]=1[C:19]([N:21]1[CH2:26][CH2:25][CH:24]([C:27]2[CH:28]=[CH:29][CH:30]=[CH:31][CH:32]=2)[CH2:23][CH2:22]1)=[O:20]. Given the reactants [F:1][C:2]1[CH:3]=[C:4]([CH:33]=[CH:34][CH:35]=1)[CH2:5][NH:6][C:7]1[N:12]2[N:13]=[CH:14][C:15]([C:16](O)=[O:17])=[C:11]2[N:10]=[CH:9][C:8]=1[C:19]([N:21]1[CH2:26][CH2:25][CH:24]([C:27]2[CH:32]=[CH:31][CH:30]=[CH:29][CH:28]=2)[CH2:23][CH2:22]1)=[O:20].[CH2:36]([S:38]([NH2:41])(=[O:40])=[O:39])[CH3:37], predict the reaction product. (5) Given the reactants [CH:1]([C:4]1[CH:9]=[CH:8][C:7]([CH2:10][CH2:11][CH2:12][C:13]([OH:15])=[O:14])=[CH:6][CH:5]=1)([CH3:3])[CH3:2], predict the reaction product. The product is: [CH:1]([CH:4]1[CH2:9][CH2:8][CH:7]([CH2:10][CH2:11][CH2:12][C:13]([OH:15])=[O:14])[CH2:6][CH2:5]1)([CH3:3])[CH3:2]. (6) The product is: [N:1]1([C@@H:10]([C:15]2[S:16][CH:17]=[CH:18][CH:19]=2)[C@H:11]([OH:14])[CH2:12][NH:31][CH3:32])[C:9]2[C:4](=[CH:5][CH:6]=[CH:7][CH:8]=2)[CH:3]=[CH:2]1. Given the reactants [N:1]1([C@@H:10]([C:15]2[S:16][CH:17]=[CH:18][CH:19]=2)[C@H:11]([OH:14])[CH2:12]O)[C:9]2[C:4](=[CH:5][CH:6]=[CH:7][CH:8]=2)[CH:3]=[CH:2]1.C1(C)C=CC(S(Cl)(=O)=O)=CC=1.[N:31]1C=CC=C[CH:32]=1, predict the reaction product.